From a dataset of Full USPTO retrosynthesis dataset with 1.9M reactions from patents (1976-2016). Predict the reactants needed to synthesize the given product. The reactants are: [NH2:1][C:2]1[CH:31]=[CH:30][C:5]([CH2:6][C:7]2[NH:15][C:14]3[C:13](=[O:16])[N:12]([CH2:17][C:18]4[CH:23]=[CH:22][CH:21]=[CH:20][C:19]=4[F:24])[C:11](=[O:25])[N:10]([CH2:26][CH2:27][CH2:28][CH3:29])[C:9]=3[N:8]=2)=[CH:4][CH:3]=1.[CH3:32][O:33][C:34]1[CH:39]=[C:38]([CH3:40])[C:37]([S:41](Cl)(=[O:43])=[O:42])=[C:36]([CH3:45])[C:35]=1[CH3:46]. Given the product [CH2:26]([N:10]1[C:9]2[N:8]=[C:7]([CH2:6][C:5]3[CH:4]=[CH:3][C:2]([NH:1][S:41]([C:37]4[C:38]([CH3:40])=[CH:39][C:34]([O:33][CH3:32])=[C:35]([CH3:46])[C:36]=4[CH3:45])(=[O:43])=[O:42])=[CH:31][CH:30]=3)[NH:15][C:14]=2[C:13](=[O:16])[N:12]([CH2:17][C:18]2[CH:23]=[CH:22][CH:21]=[CH:20][C:19]=2[F:24])[C:11]1=[O:25])[CH2:27][CH2:28][CH3:29], predict the reactants needed to synthesize it.